This data is from NCI-60 drug combinations with 297,098 pairs across 59 cell lines. The task is: Regression. Given two drug SMILES strings and cell line genomic features, predict the synergy score measuring deviation from expected non-interaction effect. (1) Drug 1: CC1CCC2CC(C(=CC=CC=CC(CC(C(=O)C(C(C(=CC(C(=O)CC(OC(=O)C3CCCCN3C(=O)C(=O)C1(O2)O)C(C)CC4CCC(C(C4)OC)O)C)C)O)OC)C)C)C)OC. Drug 2: C1C(C(OC1N2C=NC3=C2NC=NCC3O)CO)O. Cell line: UACC-257. Synergy scores: CSS=2.12, Synergy_ZIP=4.85, Synergy_Bliss=-1.61, Synergy_Loewe=0.516, Synergy_HSA=-1.39. (2) Drug 1: CN(C)N=NC1=C(NC=N1)C(=O)N. Drug 2: C1=NC2=C(N1)C(=S)N=C(N2)N. Cell line: EKVX. Synergy scores: CSS=28.8, Synergy_ZIP=-9.86, Synergy_Bliss=-2.38, Synergy_Loewe=-27.7, Synergy_HSA=-3.68. (3) Drug 1: CC1C(C(CC(O1)OC2CC(CC3=C2C(=C4C(=C3O)C(=O)C5=C(C4=O)C(=CC=C5)OC)O)(C(=O)CO)O)N)O. Drug 2: C1CC(C1)(C2=CC=C(C=C2)C3=C(C=C4C(=N3)C=CN5C4=NNC5=O)C6=CC=CC=C6)N. Cell line: UACC62. Synergy scores: CSS=69.5, Synergy_ZIP=-0.323, Synergy_Bliss=-0.109, Synergy_Loewe=-4.48, Synergy_HSA=9.30. (4) Drug 1: CC1=C2C(C(=O)C3(C(CC4C(C3C(C(C2(C)C)(CC1OC(=O)C(C(C5=CC=CC=C5)NC(=O)C6=CC=CC=C6)O)O)OC(=O)C7=CC=CC=C7)(CO4)OC(=O)C)O)C)OC(=O)C. Drug 2: CN1C2=C(C=C(C=C2)N(CCCl)CCCl)N=C1CCCC(=O)O.Cl. Cell line: SR. Synergy scores: CSS=58.6, Synergy_ZIP=-4.07, Synergy_Bliss=-8.15, Synergy_Loewe=-58.6, Synergy_HSA=-7.12. (5) Drug 1: CCC1=CC2CC(C3=C(CN(C2)C1)C4=CC=CC=C4N3)(C5=C(C=C6C(=C5)C78CCN9C7C(C=CC9)(C(C(C8N6C)(C(=O)OC)O)OC(=O)C)CC)OC)C(=O)OC.C(C(C(=O)O)O)(C(=O)O)O. Drug 2: CC(C)NC(=O)C1=CC=C(C=C1)CNNC.Cl. Cell line: COLO 205. Synergy scores: CSS=29.9, Synergy_ZIP=-0.172, Synergy_Bliss=-0.416, Synergy_Loewe=-52.5, Synergy_HSA=-2.95. (6) Drug 1: CNC(=O)C1=NC=CC(=C1)OC2=CC=C(C=C2)NC(=O)NC3=CC(=C(C=C3)Cl)C(F)(F)F. Drug 2: C1C(C(OC1N2C=NC(=NC2=O)N)CO)O. Cell line: HL-60(TB). Synergy scores: CSS=26.9, Synergy_ZIP=14.0, Synergy_Bliss=13.1, Synergy_Loewe=-13.8, Synergy_HSA=11.4. (7) Drug 1: COC1=NC(=NC2=C1N=CN2C3C(C(C(O3)CO)O)O)N. Drug 2: CC(C)(C#N)C1=CC(=CC(=C1)CN2C=NC=N2)C(C)(C)C#N. Cell line: OVCAR3. Synergy scores: CSS=31.6, Synergy_ZIP=-2.53, Synergy_Bliss=2.61, Synergy_Loewe=5.27, Synergy_HSA=3.98.